Predict the product of the given reaction. From a dataset of Forward reaction prediction with 1.9M reactions from USPTO patents (1976-2016). Given the reactants C([O:8][C:9]1[CH:14]=[CH:13][CH:12]=[CH:11][C:10]=1[CH:15]([C:17]1[CH:22]=[CH:21][C:20]([O:23][CH3:24])=[C:19]([F:25])[CH:18]=1)O)C1C=CC=CC=1.Cl, predict the reaction product. The product is: [F:25][C:19]1[CH:18]=[C:17]([CH:22]=[CH:21][C:20]=1[O:23][CH3:24])[CH2:15][C:10]1[CH:11]=[CH:12][CH:13]=[CH:14][C:9]=1[OH:8].